Predict the reactants needed to synthesize the given product. From a dataset of Full USPTO retrosynthesis dataset with 1.9M reactions from patents (1976-2016). The reactants are: [Cl:1][C:2]1[C:11]2[C:6](=[CH:7][CH:8]=[CH:9][CH:10]=2)[C:5]([OH:12])=[C:4]([C:13]([OH:15])=O)[N:3]=1.F[P-](F)(F)(F)(F)F.N1([O+]=C(N(C)C)N(C)C)C2C=CC=CC=2N=N1.[CH3:40][O:41][CH2:42][CH2:43][NH2:44].C(N(C(C)C)C(C)C)C. Given the product [CH3:40][O:41][CH2:42][CH2:43][NH:44][C:13]([C:4]1[N:3]=[C:2]([Cl:1])[C:11]2[C:6]([C:5]=1[OH:12])=[CH:7][CH:8]=[CH:9][CH:10]=2)=[O:15], predict the reactants needed to synthesize it.